Dataset: TCR-epitope binding with 47,182 pairs between 192 epitopes and 23,139 TCRs. Task: Binary Classification. Given a T-cell receptor sequence (or CDR3 region) and an epitope sequence, predict whether binding occurs between them. (1) The epitope is GILGFVFTL. The TCR CDR3 sequence is CASSLGRGQETQYF. Result: 0 (the TCR does not bind to the epitope). (2) The epitope is FLRGRAYGL. The TCR CDR3 sequence is CASSHLGGDRYMNEQFF. Result: 0 (the TCR does not bind to the epitope). (3) The epitope is YEGNSPFHPL. The TCR CDR3 sequence is CASSLTAGGEETQYF. Result: 0 (the TCR does not bind to the epitope). (4) The epitope is SEISMDNSPNL. The TCR CDR3 sequence is CASSSRKLNTGELFF. Result: 1 (the TCR binds to the epitope).